From a dataset of Full USPTO retrosynthesis dataset with 1.9M reactions from patents (1976-2016). Predict the reactants needed to synthesize the given product. (1) The reactants are: [OH:1][C@@H:2]1[CH2:9][N:8]([CH2:10][CH2:11][C@H:12]([N:15]2[C:21](=[O:22])[CH2:20][CH2:19][NH:18][CH2:17][CH2:16]2)[CH2:13][OH:14])[CH2:7][CH2:6][C:3]21[CH2:5][CH2:4]2.C(N(CC)CC)C.Cl[Si](C)(C)C.[Cl:35][C:36]1[CH:37]=[C:38]([N:43]=[C:44]=[O:45])[CH:39]=[CH:40][C:41]=1[Cl:42]. Given the product [Cl:35][C:36]1[CH:37]=[C:38]([NH:43][C:44]([N:18]2[CH2:19][CH2:20][C:21](=[O:22])[N:15]([C@H:12]([CH2:13][OH:14])[CH2:11][CH2:10][N:8]3[CH2:7][CH2:6][C:3]4([CH2:4][CH2:5]4)[C@H:2]([OH:1])[CH2:9]3)[CH2:16][CH2:17]2)=[O:45])[CH:39]=[CH:40][C:41]=1[Cl:42], predict the reactants needed to synthesize it. (2) Given the product [CH3:49][O:48][CH2:47][C:46]([NH:50][C:28]([C:25]1[C:24]2[CH:33]=[C:20]([CH2:19][OH:18])[C:21]([N:35]3[CH2:36][C@H:37]([CH3:42])[O:38][C@H:39]([CH3:41])[CH2:40]3)=[C:22]([F:34])[C:23]=2[O:27][N:26]=1)=[O:29])([CH2:51][O:52][CH3:53])[CH2:45][O:44][CH3:43], predict the reactants needed to synthesize it. The reactants are: [Si]([O:18][CH2:19][C:20]1[C:21]([N:35]2[CH2:40][C@H:39]([CH3:41])[O:38][C@H:37]([CH3:42])[CH2:36]2)=[C:22]([F:34])[C:23]2[O:27][N:26]=[C:25]([C:28](OCC)=[O:29])[C:24]=2[CH:33]=1)(C(C)(C)C)(C1C=CC=CC=1)C1C=CC=CC=1.[CH3:43][O:44][CH2:45][C:46]([CH2:51][O:52][CH3:53])([NH2:50])[CH2:47][O:48][CH3:49].